The task is: Predict the reaction yield, written as a fraction of the theoretical maximum amount of product (1.0 means a 100% yield; for example, 0.34 means a 34% yield).. This data is from Reaction yield outcomes from USPTO patents with 853,638 reactions. (1) The reactants are [N:1]1[CH:6]=[CH:5][CH:4]=[CH:3][C:2]=1[C:7](=[O:12])[CH2:8][C:9](=[O:11])[CH3:10].[H-].[Na+].Br[CH2:16][C:17]([O:19][CH3:20])=[O:18]. The catalyst is CS(C)=O. The product is [O:11]=[C:9]([CH3:10])[CH:8]([C:7]([C:2]1[CH:3]=[CH:4][CH:5]=[CH:6][N:1]=1)=[O:12])[CH2:16][C:17]([O:19][CH3:20])=[O:18]. The yield is 0.714. (2) The reactants are [OH:1][CH:2]1[CH2:7][CH2:6][N:5]([CH3:8])[CH2:4][CH2:3]1.CN1CCOCC1.Cl[C:17]([O:19][C:20]1[CH:25]=[CH:24][C:23]([N+:26]([O-:28])=[O:27])=[CH:22][CH:21]=1)=[O:18]. The catalyst is C(Cl)Cl. The product is [C:17](=[O:18])([O:19][C:20]1[CH:21]=[CH:22][C:23]([N+:26]([O-:28])=[O:27])=[CH:24][CH:25]=1)[O:1][CH:2]1[CH2:7][CH2:6][N:5]([CH3:8])[CH2:4][CH2:3]1. The yield is 0.990. (3) The reactants are Cl[C:2]1[CH:7]=[C:6]([O:8][CH:9]([C:14]2[CH:19]=[CH:18][C:17]([F:20])=[C:16]([F:21])[CH:15]=2)[C:10]([F:13])([F:12])[F:11])[N:5]=[CH:4]N=1.B([C:25]1[CH:36]=[CH:35][C:28]([CH2:29][C@@H:30]([C:32]([OH:34])=[O:33])[NH2:31])=[CH:27][CH:26]=1)(O)O.[C:37](#N)C.C(=O)([O-])[O-].[Na+].[Na+]. The catalyst is Cl[Pd](Cl)([P](C1C=CC=CC=1)(C1C=CC=CC=1)C1C=CC=CC=1)[P](C1C=CC=CC=1)(C1C=CC=CC=1)C1C=CC=CC=1.O. The product is [NH2:31][CH:30]([CH2:29][C:28]1[CH:35]=[CH:36][C:25]([C:2]2[CH:7]=[C:6]([O:8][CH:9]([C:14]3[CH:19]=[CH:18][C:17]([F:20])=[C:16]([F:21])[CH:15]=3)[C:10]([F:13])([F:12])[F:11])[N:5]=[CH:4][CH:37]=2)=[CH:26][CH:27]=1)[C:32]([OH:34])=[O:33]. The yield is 0.210. (4) The reactants are [CH3:1][C:2]1([CH3:14])[C:6]([CH3:8])([CH3:7])[O:5][B:4]([C:9]2[CH:10]=[N:11][NH:12][CH:13]=2)[O:3]1.[CH:15]1([CH:20]=[CH:21][C:22]#[N:23])[CH2:19][CH2:18][CH2:17][CH2:16]1.N12CCCN=C1CCCCC2. The catalyst is C(#N)C. The product is [CH:15]1([CH:20]([N:12]2[CH:13]=[C:9]([B:4]3[O:5][C:6]([CH3:7])([CH3:8])[C:2]([CH3:14])([CH3:1])[O:3]3)[CH:10]=[N:11]2)[CH2:21][C:22]#[N:23])[CH2:19][CH2:18][CH2:17][CH2:16]1. The yield is 0.730. (5) The reactants are [H-].[Al+3].[Li+].[H-].[H-].[H-].C([O:9][C:10]([C:12]1[CH:13]=[N:14][N:15]([C:18]2[CH:23]=[CH:22][CH:21]=[CH:20][N:19]=2)[C:16]=1[CH3:17])=O)C.S([O-])([O-])(=O)=O.[Na+].[Na+]. The catalyst is O1CCCC1. The product is [CH3:17][C:16]1[N:15]([C:18]2[CH:23]=[CH:22][CH:21]=[CH:20][N:19]=2)[N:14]=[CH:13][C:12]=1[CH2:10][OH:9]. The yield is 0.890. (6) The reactants are I[C:2]1[CH:3]=[C:4]2[C:9](=[CH:10][CH:11]=1)[N:8]=[CH:7][N:6]=[CH:5]2.[CH2:12]([O:14][C:15](=[O:22])[CH2:16][C:17]([O:19][CH2:20][CH3:21])=[O:18])[CH3:13].C1(C2C=CC=CC=2)C(O)=CC=CC=1.C(=O)([O-])[O-].[Cs+].[Cs+].[Cl-].[NH4+]. The catalyst is C1COCC1.[Cu](I)I. The product is [CH2:12]([O:14][C:15](=[O:22])[CH:16]([C:2]1[CH:3]=[C:4]2[C:9](=[CH:10][CH:11]=1)[N:8]=[CH:7][N:6]=[CH:5]2)[C:17]([O:19][CH2:20][CH3:21])=[O:18])[CH3:13]. The yield is 0.800. (7) The reactants are [C:1]1([CH:7]([C:13]2[CH:18]=[CH:17][CH:16]=[CH:15][CH:14]=2)[N:8]2[CH2:11][C:10](=O)[CH2:9]2)[CH:6]=[CH:5][CH:4]=[CH:3][CH:2]=1.[CH3:19][N:20]1[CH2:25][CH2:24][NH:23][CH2:22][CH2:21]1.C(O[BH-](OC(=O)C)OC(=O)C)(=O)C.[Na+].C(=O)([O-])O.[Na+]. The catalyst is O.C(O)(=O)C.C1COCC1. The product is [C:1]1([CH:7]([C:13]2[CH:18]=[CH:17][CH:16]=[CH:15][CH:14]=2)[N:8]2[CH2:11][CH:10]([N:23]3[CH2:24][CH2:25][N:20]([CH3:19])[CH2:21][CH2:22]3)[CH2:9]2)[CH:6]=[CH:5][CH:4]=[CH:3][CH:2]=1. The yield is 0.890.